Dataset: Reaction yield outcomes from USPTO patents with 853,638 reactions. Task: Predict the reaction yield, written as a fraction of the theoretical maximum amount of product (1.0 means a 100% yield; for example, 0.34 means a 34% yield). (1) The reactants are [Br:1][C:2]1[C:3]([F:29])=[CH:4][C:5]2[CH:11]3[CH2:12][CH:9]([CH2:10]3)[N:8]3[C:13]([CH:20]([OH:27])[C:21]4[N:22]([CH3:26])[CH:23]=[CH:24][N:25]=4)=[C:14]([C:16]([O:18]C)=O)[N:15]=[C:7]3[C:6]=2[CH:28]=1.C[O-].[Na+].C([NH2:35])=O. No catalyst specified. The product is [Br:1][C:2]1[C:3]([F:29])=[CH:4][C:5]2[CH:11]3[CH2:10][CH:9]([CH2:12]3)[N:8]3[C:13]([CH:20]([OH:27])[C:21]4[N:22]([CH3:26])[CH:23]=[CH:24][N:25]=4)=[C:14]([C:16]([NH2:35])=[O:18])[N:15]=[C:7]3[C:6]=2[CH:28]=1. The yield is 0.620. (2) The reactants are [NH:1]([S:8]([CH2:11][CH2:12][CH2:13][CH2:14][CH2:15][C:16]([O:18][CH2:19][CH3:20])=[O:17])(=[O:10])=[O:9])[C:2]1[CH:7]=[CH:6][CH:5]=[CH:4][CH:3]=1.[H-].[Na+].[CH2:23](Br)[C:24]1[CH:29]=[CH:28][CH:27]=[CH:26][CH:25]=1.O. The catalyst is COCCOC. The product is [CH2:23]([N:1]([S:8]([CH2:11][CH2:12][CH2:13][CH2:14][CH2:15][C:16]([O:18][CH2:19][CH3:20])=[O:17])(=[O:10])=[O:9])[C:2]1[CH:3]=[CH:4][CH:5]=[CH:6][CH:7]=1)[C:24]1[CH:29]=[CH:28][CH:27]=[CH:26][CH:25]=1. The yield is 0.500. (3) The reactants are [OH:1][CH2:2][CH2:3][CH2:4][C:5]([C:7]1[CH:12]=[CH:11][CH:10]=[CH:9][CH:8]=1)=[O:6].[C:13]([Si:17](Cl)([CH3:19])[CH3:18])([CH3:16])([CH3:15])[CH3:14].N1C=CN=C1. The catalyst is CN(C=O)C.C(OCC)C. The product is [Si:17]([O:1][CH2:2][CH2:3][CH2:4][C:5]([C:7]1[CH:12]=[CH:11][CH:10]=[CH:9][CH:8]=1)=[O:6])([C:13]([CH3:16])([CH3:15])[CH3:14])([CH3:19])[CH3:18]. The yield is 0.900. (4) The reactants are [CH2:1]([O:3][C:4]([C:6]1[N:7]=[C:8]([NH:11][C:12](=[O:27])[CH:13]([C:20]2[CH:25]=[CH:24][C:23]([Cl:26])=[CH:22][CH:21]=2)[CH2:14][CH:15]2[CH2:19][CH2:18][CH2:17][CH2:16]2)[S:9][CH:10]=1)=[O:5])C.S(=O)(=O)(O)O. The catalyst is CO. The product is [CH3:1][O:3][C:4]([C:6]1[N:7]=[C:8]([NH:11][C:12](=[O:27])[CH:13]([C:20]2[CH:21]=[CH:22][C:23]([Cl:26])=[CH:24][CH:25]=2)[CH2:14][CH:15]2[CH2:16][CH2:17][CH2:18][CH2:19]2)[S:9][CH:10]=1)=[O:5]. The yield is 0.407. (5) The reactants are [O:1]=[C:2]1[CH:7]=[C:6]([C:8]2[CH:13]=[CH:12][C:11]([C:14]([F:17])([F:16])[F:15])=[CH:10][CH:9]=2)[CH:5]=[CH:4][N:3]1[C:18]1[CH:37]=[CH:36][C:21]2[N:22]3[CH2:28][CH2:27][N:26](C(OC(C)(C)C)=O)[CH2:25][C:23]3=[N:24][C:20]=2[CH:19]=1.Cl. No catalyst specified. The product is [CH2:25]1[C:23]2=[N:24][C:20]3[CH:19]=[C:18]([N:3]4[CH:4]=[CH:5][C:6]([C:8]5[CH:13]=[CH:12][C:11]([C:14]([F:17])([F:15])[F:16])=[CH:10][CH:9]=5)=[CH:7][C:2]4=[O:1])[CH:37]=[CH:36][C:21]=3[N:22]2[CH2:28][CH2:27][NH:26]1. The yield is 0.380. (6) The reactants are [CH:1]1([CH2:4][O:5][C:6]2[CH:7]=[CH:8][C:9]3[CH2:10][N:11](C(OC(C)(C)C)=O)[CH2:12][CH2:13][O:14][C:15]=3[N:16]=2)[CH2:3][CH2:2]1.[ClH:24].C(OCC)(=O)C. No catalyst specified. The product is [ClH:24].[CH:1]1([CH2:4][O:5][C:6]2[CH:7]=[CH:8][C:9]3[CH2:10][NH:11][CH2:12][CH2:13][O:14][C:15]=3[N:16]=2)[CH2:2][CH2:3]1. The yield is 0.550. (7) The reactants are [OH:1][C@H:2]1[CH2:26][CH2:25][C@@:24]2([CH3:27])[C@@H:4]([C:5](=[O:29])[O:6][C:7]3[C@H:8]4[C@:20]([CH3:28])([CH2:21][CH2:22][C:23]=32)[C@@H:11]([C@H:12]([CH3:19])[CH2:13][CH2:14][CH2:15][CH:16]([CH3:18])[CH3:17])[CH2:10][CH2:9]4)[CH2:3]1.[O:30]1[CH:34]=[CH:33][CH:32]=[C:31]1[C:35](Cl)=[O:36].N1C=CC=CC=1.C(=O)(O)[O-].[Na+]. The catalyst is ClCCl. The product is [O:30]1[CH:34]=[CH:33][CH:32]=[C:31]1[C:35]([O:1][C@H:2]1[CH2:26][CH2:25][C@@:24]2([CH3:27])[C@@H:4]([C:5](=[O:29])[O:6][C:7]3[C@H:8]4[C@:20]([CH3:28])([CH2:21][CH2:22][C:23]=32)[C@@H:11]([C@H:12]([CH3:19])[CH2:13][CH2:14][CH2:15][CH:16]([CH3:18])[CH3:17])[CH2:10][CH2:9]4)[CH2:3]1)=[O:36]. The yield is 1.00. (8) The reactants are [Cl:1][C:2]1[CH:7]=[C:6]([N+:8]([O-])=O)[CH:5]=[CH:4][C:3]=1[O:11][CH2:12][C:13]1[CH:18]=[CH:17][CH:16]=[C:15]([F:19])[CH:14]=1.[Cl-].[NH4+]. The catalyst is C(O)C.O.[Zn]. The product is [Cl:1][C:2]1[CH:7]=[C:6]([CH:5]=[CH:4][C:3]=1[O:11][CH2:12][C:13]1[CH:18]=[CH:17][CH:16]=[C:15]([F:19])[CH:14]=1)[NH2:8]. The yield is 0.980. (9) The reactants are [H-].[Na+].C(OP([CH2:11][C:12]1[CH:17]=[CH:16][C:15]([N+:18]([O-:20])=[O:19])=[CH:14][CH:13]=1)(=O)OCC)C.[F:21][C:22]1[CH:29]=[CH:28][C:25]([CH:26]=O)=[CH:24][CH:23]=1.O. The catalyst is CN(C)C=O. The product is [F:21][C:22]1[CH:29]=[CH:28][C:25]([CH:26]=[CH:11][C:12]2[CH:13]=[CH:14][C:15]([N+:18]([O-:20])=[O:19])=[CH:16][CH:17]=2)=[CH:24][CH:23]=1. The yield is 0.910.